Task: Predict the product of the given reaction.. Dataset: Forward reaction prediction with 1.9M reactions from USPTO patents (1976-2016) (1) Given the reactants [Cl:1][C:2]1[CH:3]=[C:4]([C:12]2[O:16][N:15]=[C:14]([C:17]3[CH:34]=[CH:33][C:20]4[CH2:21][CH2:22][N:23](C(OC(C)(C)C)=O)[CH2:24][CH2:25][C:19]=4[CH:18]=3)[N:13]=2)[CH:5]=[CH:6][C:7]=1[O:8][CH:9]([CH3:11])[CH3:10], predict the reaction product. The product is: [ClH:1].[Cl:1][C:2]1[CH:3]=[C:4]([C:12]2[O:16][N:15]=[C:14]([C:17]3[CH:34]=[CH:33][C:20]4[CH2:21][CH2:22][NH:23][CH2:24][CH2:25][C:19]=4[CH:18]=3)[N:13]=2)[CH:5]=[CH:6][C:7]=1[O:8][CH:9]([CH3:11])[CH3:10]. (2) Given the reactants [NH2:1][CH2:2][CH2:3][C@H:4]([N:6]1[CH2:11][CH2:10][CH:9]([N:12]([C:21]2[CH:26]=[CH:25][C:24]([O:27][CH3:28])=[CH:23][CH:22]=2)[CH2:13][C:14]2[CH:15]=[N:16][CH:17]=[CH:18][C:19]=2[CH3:20])[CH2:8][CH2:7]1)[CH3:5].[F:29][C:30]1[CH:38]=[C:37]([CH3:39])[C:33]([C:34](O)=[O:35])=[C:32]([CH3:40])[N:31]=1.C1C=CC2N(O)N=NC=2C=1.CCN=C=NCCCN(C)C.CCN(C(C)C)C(C)C, predict the reaction product. The product is: [F:29][C:30]1[CH:38]=[C:37]([CH3:39])[C:33]([C:34]([NH:1][CH2:2][CH2:3][C@H:4]([N:6]2[CH2:7][CH2:8][CH:9]([N:12]([C:21]3[CH:26]=[CH:25][C:24]([O:27][CH3:28])=[CH:23][CH:22]=3)[CH2:13][C:14]3[CH:15]=[N:16][CH:17]=[CH:18][C:19]=3[CH3:20])[CH2:10][CH2:11]2)[CH3:5])=[O:35])=[C:32]([CH3:40])[N:31]=1. (3) Given the reactants [CH:1]([C:3]1[S:7][C:6]([C:8]([O:10][C:11]([CH3:14])([CH3:13])[CH3:12])=[O:9])=[CH:5][CH:4]=1)=O.[CH3:15][C:16]([S@@:19]([NH2:21])=[O:20])([CH3:18])[CH3:17], predict the reaction product. The product is: [C:16]([S@@:19](/[N:21]=[CH:1]/[C:3]1[S:7][C:6]([C:8]([O:10][C:11]([CH3:14])([CH3:13])[CH3:12])=[O:9])=[CH:5][CH:4]=1)=[O:20])([CH3:18])([CH3:17])[CH3:15]. (4) Given the reactants [CH2:1]([C:3]1[C:7]([I:8])=[C:6]([CH2:9][CH3:10])[NH:5][N:4]=1)[CH3:2].[CH3:11][C:12]([O:15][C:16](O[C:16]([O:15][C:12]([CH3:14])([CH3:13])[CH3:11])=[O:17])=[O:17])([CH3:14])[CH3:13], predict the reaction product. The product is: [CH2:1]([C:3]1[C:7]([I:8])=[C:6]([CH2:9][CH3:10])[N:5]([C:16]([O:15][C:12]([CH3:14])([CH3:13])[CH3:11])=[O:17])[N:4]=1)[CH3:2]. (5) Given the reactants [NH2:1][C:2]1[C:7]([S:8]([C:11]([F:26])([F:25])[CH:12]2[CH2:17][CH2:16][N:15]([C:18]([O:20][C:21]([CH3:24])([CH3:23])[CH3:22])=[O:19])[CH2:14][CH2:13]2)(=[O:10])=[O:9])=[CH:6][CH:5]=[CH:4][N:3]=1.[CH3:27][C:28]([O-])=O.[Na+].ClCC(OC)OC.Cl, predict the reaction product. The product is: [F:26][C:11]([F:25])([S:8]([C:7]1[C:2]2[N:3]([CH:27]=[CH:28][N:1]=2)[CH:4]=[CH:5][CH:6]=1)(=[O:9])=[O:10])[CH:12]1[CH2:17][CH2:16][N:15]([C:18]([O:20][C:21]([CH3:22])([CH3:23])[CH3:24])=[O:19])[CH2:14][CH2:13]1. (6) Given the reactants [NH2:1][C:2]1[CH:3]=[C:4]([C:9]2[S:13][C:12]([C:14]3([OH:18])[CH2:17][CH2:16][CH2:15]3)=[N:11][CH:10]=2)[CH:5]=[C:6]([Cl:8])[CH:7]=1.Cl[C:20]1[N:25]=[C:24]([C:26]([F:29])([F:28])[F:27])[CH:23]=[CH:22][N:21]=1.CC1(C)C2C(=C(P(C3C=CC=CC=3)C3C=CC=CC=3)C=CC=2)OC2C(P(C3C=CC=CC=3)C3C=CC=CC=3)=CC=CC1=2.C(=O)([O-])[O-].[Cs+].[Cs+], predict the reaction product. The product is: [Cl:8][C:6]1[CH:5]=[C:4]([C:9]2[S:13][C:12]([C:14]3([OH:18])[CH2:17][CH2:16][CH2:15]3)=[N:11][CH:10]=2)[CH:3]=[C:2]([NH:1][C:20]2[N:25]=[C:24]([C:26]([F:29])([F:28])[F:27])[CH:23]=[CH:22][N:21]=2)[CH:7]=1. (7) Given the reactants C[Si](C)(C)[C:3]#[C:4][C:5]1[CH:10]=[CH:9][CH:8]=[CH:7][C:6]=1[CH:11]([CH3:14])[C:12]#[N:13].[OH-].[Na+].Cl, predict the reaction product. The product is: [C:4]([C:5]1[CH:10]=[CH:9][CH:8]=[CH:7][C:6]=1[CH:11]([CH3:14])[C:12]#[N:13])#[CH:3].